Dataset: Peptide-MHC class I binding affinity with 185,985 pairs from IEDB/IMGT. Task: Regression. Given a peptide amino acid sequence and an MHC pseudo amino acid sequence, predict their binding affinity value. This is MHC class I binding data. (1) The MHC is HLA-A11:01 with pseudo-sequence HLA-A11:01. The peptide sequence is SSIKSKSRR. The binding affinity (normalized) is 0.352. (2) The peptide sequence is QLLQANPIL. The MHC is HLA-A02:03 with pseudo-sequence HLA-A02:03. The binding affinity (normalized) is 0.324. (3) The peptide sequence is ALDLSHFLK. The MHC is HLA-A03:01 with pseudo-sequence HLA-A03:01. The binding affinity (normalized) is 0.686. (4) The peptide sequence is FLWLLWPVT. The MHC is HLA-A68:02 with pseudo-sequence HLA-A68:02. The binding affinity (normalized) is 0.249.